Dataset: CYP2D6 inhibition data for predicting drug metabolism from PubChem BioAssay. Task: Regression/Classification. Given a drug SMILES string, predict its absorption, distribution, metabolism, or excretion properties. Task type varies by dataset: regression for continuous measurements (e.g., permeability, clearance, half-life) or binary classification for categorical outcomes (e.g., BBB penetration, CYP inhibition). Dataset: cyp2d6_veith. The molecule is CS(=O)(=O)O[C@H]1CN2CCC1CC2. The result is 0 (non-inhibitor).